This data is from Catalyst prediction with 721,799 reactions and 888 catalyst types from USPTO. The task is: Predict which catalyst facilitates the given reaction. (1) Reactant: [C:1]([C:3](=[CH:7][C:8]1[CH:13]=[CH:12][C:11]([F:14])=[CH:10][CH:9]=1)[C:4]([NH2:6])=[O:5])#[N:2].[CH3:15][CH:16]1[CH2:21][CH2:20][C:19](=O)[CH2:18][CH2:17]1.CC(C)([O-])C.[K+].Cl. Product: [F:14][C:11]1[CH:10]=[CH:9][C:8]([C:7]2[C:18]3[CH2:17][CH:16]([CH3:15])[CH2:21][CH2:20][C:19]=3[NH:6][C:4](=[O:5])[C:3]=2[C:1]#[N:2])=[CH:13][CH:12]=1. The catalyst class is: 58. (2) Reactant: [NH2:1][C:2]1[S:3][C:4]2[C:10]([C:11]3[CH:16]=[CH:15][CH:14]=[CH:13][CH:12]=3)=[CH:9][CH:8]=[C:7]([O:17][CH3:18])[C:5]=2[N:6]=1.Cl[C:20]([O:22][CH2:23][C:24]1[CH:29]=[CH:28][CH:27]=[CH:26][CH:25]=1)=[O:21]. Product: [CH2:23]([O:22][C:20](=[O:21])[NH:1][C:2]1[S:3][C:4]2[C:10]([C:11]3[CH:16]=[CH:15][CH:14]=[CH:13][CH:12]=3)=[CH:9][CH:8]=[C:7]([O:17][CH3:18])[C:5]=2[N:6]=1)[C:24]1[CH:29]=[CH:28][CH:27]=[CH:26][CH:25]=1. The catalyst class is: 17.